This data is from Catalyst prediction with 721,799 reactions and 888 catalyst types from USPTO. The task is: Predict which catalyst facilitates the given reaction. (1) Reactant: [N+:1]([C:4]1[CH:9]=[CH:8][C:7]([C:10]2[N:11]=[C:12]([NH:15]C(=O)C)[NH:13][CH:14]=2)=[CH:6][CH:5]=1)([O-:3])=[O:2].Cl.[OH-].[Na+]. Product: [N+:1]([C:4]1[CH:5]=[CH:6][C:7]([C:10]2[N:11]=[C:12]([NH2:15])[NH:13][CH:14]=2)=[CH:8][CH:9]=1)([O-:3])=[O:2]. The catalyst class is: 14. (2) Reactant: [CH2:1]([N:5]1[CH2:10][CH2:9][CH:8]([S:11]([C:13]2[CH:20]=[CH:19][C:16]([C:17]#[N:18])=[CH:15][CH:14]=2)=[O:12])[CH2:7][CH2:6]1)[CH:2]([CH3:4])[CH3:3].[H][H]. Product: [CH2:1]([N:5]1[CH2:10][CH2:9][CH:8]([S:11]([C:13]2[CH:14]=[CH:15][C:16]([CH2:17][NH2:18])=[CH:19][CH:20]=2)=[O:12])[CH2:7][CH2:6]1)[CH:2]([CH3:4])[CH3:3]. The catalyst class is: 94. (3) Reactant: [N:1]1([C:6]2[CH:11]=[CH:10][C:9]([NH:12][C:13](=[O:20])OCC(Cl)(Cl)Cl)=[CH:8][CH:7]=2)[CH:5]=[CH:4][N:3]=[CH:2]1.[C:21]1([C:27]2[N:28]=[C:29]([N:32]3[CH2:37][CH2:36][NH:35][CH2:34][CH2:33]3)[S:30][CH:31]=2)[CH:26]=[CH:25][CH:24]=[CH:23][CH:22]=1.C(N(C(C)C)CC)(C)C.CS(C)=O. Product: [N:1]1([C:6]2[CH:7]=[CH:8][C:9]([NH:12][C:13]([N:35]3[CH2:36][CH2:37][N:32]([C:29]4[S:30][CH:31]=[C:27]([C:21]5[CH:26]=[CH:25][CH:24]=[CH:23][CH:22]=5)[N:28]=4)[CH2:33][CH2:34]3)=[O:20])=[CH:10][CH:11]=2)[CH:5]=[CH:4][N:3]=[CH:2]1. The catalyst class is: 6. (4) Reactant: C1(C)C(C)=CC=CC=1.[Cl:9][CH2:10][CH2:11][CH:12]([CH3:17])[C:13]([O:15][CH3:16])=[O:14].C[O-].[Na+]. The catalyst class is: 5. Product: [CH3:17][C:12]1([C:13]([O:15][CH3:16])=[O:14])[CH2:10][CH2:11]1.[Cl:9][CH2:10][CH2:11][CH:12]([CH3:17])[C:13]([O:15][CH3:16])=[O:14]. (5) Reactant: Cl.[C:2]([C:5]1[CH:6]=[CH:7][C:8]([CH3:28])=[C:9]([NH:11][C:12](=[O:27])[C:13]2[CH:18]=[CH:17][C:16]([O:19][CH2:20][C:21]3[CH:26]=[CH:25][CH:24]=[CH:23][N:22]=3)=[CH:15][CH:14]=2)[CH:10]=1)(=[NH:4])[NH2:3].Br[CH2:30][C:31]([C:33]1[CH:38]=[CH:37][CH:36]=[CH:35][CH:34]=1)=O. Product: [CH3:28][C:8]1[CH:7]=[CH:6][C:5]([C:2]2[NH:3][CH:30]=[C:31]([C:33]3[CH:38]=[CH:37][CH:36]=[CH:35][CH:34]=3)[N:4]=2)=[CH:10][C:9]=1[NH:11][C:12](=[O:27])[C:13]1[CH:18]=[CH:17][C:16]([O:19][CH2:20][C:21]2[CH:26]=[CH:25][CH:24]=[CH:23][N:22]=2)=[CH:15][CH:14]=1. The catalyst class is: 90.